This data is from Full USPTO retrosynthesis dataset with 1.9M reactions from patents (1976-2016). The task is: Predict the reactants needed to synthesize the given product. The reactants are: [NH2:1][C:2]1[C:7](/[CH:8]=[CH:9]/[C:10]([OH:12])=O)=[CH:6][C:5]([Cl:13])=[CH:4][N:3]=1.[CH2:14]([NH2:21])[C:15]1[CH:20]=[CH:19][CH:18]=[CH:17][CH:16]=1. Given the product [NH2:1][C:2]1[C:7](/[CH:8]=[CH:9]/[C:10]([NH:21][CH2:14][C:15]2[CH:20]=[CH:19][CH:18]=[CH:17][CH:16]=2)=[O:12])=[CH:6][C:5]([Cl:13])=[CH:4][N:3]=1, predict the reactants needed to synthesize it.